This data is from Full USPTO retrosynthesis dataset with 1.9M reactions from patents (1976-2016). The task is: Predict the reactants needed to synthesize the given product. (1) Given the product [NH2:33][CH2:34][CH2:35][NH:36][S:37]([C:40]1[S:41][C:42]([Cl:48])=[C:43]([NH:45][C:12]([C:11]2[CH:10]=[N:9][N:8]3[C:3]([C:2]([F:26])([F:25])[F:1])=[CH:4][C:5]([C:15]4[CH:16]=[CH:17][C:18]([C:21]([F:23])([F:22])[F:24])=[CH:19][CH:20]=4)=[N:6][C:7]=23)=[O:13])[CH:44]=1)(=[O:38])=[O:39], predict the reactants needed to synthesize it. The reactants are: [F:1][C:2]([F:26])([F:25])[C:3]1[N:8]2[N:9]=[CH:10][C:11]([C:12](O)=[O:13])=[C:7]2[N:6]=[C:5]([C:15]2[CH:20]=[CH:19][C:18]([C:21]([F:24])([F:23])[F:22])=[CH:17][CH:16]=2)[CH:4]=1.C(OC(=O)[NH:33][CH2:34][CH2:35][NH:36][S:37]([C:40]1[S:41][C:42]([Cl:48])=[C:43]([N+:45]([O-])=O)[CH:44]=1)(=[O:39])=[O:38])(C)(C)C. (2) The reactants are: [F:1][C:2]1[CH:16]=[C:15]([F:17])[CH:14]=[CH:13][C:3]=1[CH2:4][NH:5][CH2:6][CH2:7][CH2:8][CH2:9][CH2:10][CH2:11][CH3:12].C(N(CC)CC)C.[Br:25][CH2:26][C:27](Cl)=[O:28]. Given the product [Br:25][CH2:26][C:27]([N:5]([CH2:4][C:3]1[CH:13]=[CH:14][C:15]([F:17])=[CH:16][C:2]=1[F:1])[CH2:6][CH2:7][CH2:8][CH2:9][CH2:10][CH2:11][CH3:12])=[O:28], predict the reactants needed to synthesize it. (3) Given the product [O:25]1[C:29]2[CH:30]=[C:31]([NH:34][C:13]([CH:14]3[C:15]4[C:16](=[CH:20][CH:21]=[CH:22][CH:23]=4)[C:17](=[O:19])[N:12]([CH2:11][CH2:10][O:9][CH3:8])[CH:6]3[C:2]3[S:1][CH:5]=[CH:4][CH:3]=3)=[O:24])[CH:32]=[CH:33][C:28]=2[N:27]=[CH:26]1, predict the reactants needed to synthesize it. The reactants are: [S:1]1[CH:5]=[CH:4][CH:3]=[C:2]1[CH:6]=O.[CH3:8][O:9][CH2:10][CH2:11][NH2:12].[C:13]1(=[O:24])[O:19][C:17](=O)[C:16]2=[CH:20][CH:21]=[CH:22][CH:23]=[C:15]2[CH2:14]1.[O:25]1[C:29]2[CH:30]=[C:31]([NH2:34])[CH:32]=[CH:33][C:28]=2[N:27]=[CH:26]1. (4) Given the product [CH2:17]([O:19][C:20]([C:22]1[CH:23]=[N:24][N:25]([CH3:30])[C:26]=1[C:27](=[O:28])[NH:15][C:13]1[CH:12]=[CH:11][C:10]2[N:9]([N:8]=[C:7]([C:3]3[CH:2]=[N:1][CH:6]=[CH:5][CH:4]=3)[N:16]=2)[CH:14]=1)=[O:21])[CH3:18], predict the reactants needed to synthesize it. The reactants are: [N:1]1[CH:6]=[CH:5][CH:4]=[C:3]([C:7]2[N:16]=[C:10]3[CH:11]=[CH:12][C:13]([NH2:15])=[CH:14][N:9]3[N:8]=2)[CH:2]=1.[CH2:17]([O:19][C:20]([C:22]1[CH:23]=[N:24][N:25]([CH3:30])[C:26]=1[C:27](O)=[O:28])=[O:21])[CH3:18].CCCP(=O)=O.C(OCC)(=O)C.C(N(CC)C(C)C)(C)C. (5) Given the product [F:25][C:26]1[CH:34]=[C:33]2[C:29]([CH:30]=[CH:31][NH:32]2)=[CH:28][C:27]=1[O:35][C:2]1[C:11]2[C:6](=[CH:7][C:8]([O:14][CH2:15][CH2:16][CH2:17][N:18]3[CH2:23][CH2:22][N:21]([CH3:24])[CH2:20][CH2:19]3)=[C:9]([O:12][CH3:13])[CH:10]=2)[N:5]=[CH:4][N:3]=1, predict the reactants needed to synthesize it. The reactants are: Cl[C:2]1[C:11]2[C:6](=[CH:7][C:8]([O:14][CH2:15][CH2:16][CH2:17][N:18]3[CH2:23][CH2:22][N:21]([CH3:24])[CH2:20][CH2:19]3)=[C:9]([O:12][CH3:13])[CH:10]=2)[N:5]=[CH:4][N:3]=1.[F:25][C:26]1[CH:34]=[C:33]2[C:29]([CH:30]=[CH:31][NH:32]2)=[CH:28][C:27]=1[OH:35].C(=O)([O-])[O-].[K+].[K+]. (6) Given the product [C:10]1([N:9]([C:16]2[CH:17]=[CH:18][C:19]([C:22]3[C:30]4[C:26](=[N:27][N:28]([C:51]5[CH:56]=[N:55][C:54]([C:57]#[N:58])=[CH:53][CH:52]=5)[N:29]=4)[C:25]([C:31]4[CH:36]=[CH:35][C:34]([N:37]([C:38]5[CH:39]=[CH:40][CH:41]=[CH:42][CH:43]=5)[C:44]5[CH:45]=[CH:46][CH:47]=[CH:48][CH:49]=5)=[CH:33][CH:32]=4)=[CH:24][CH:23]=3)=[CH:20][CH:21]=2)[C:3]2[CH:4]=[CH:5][CH:6]=[CH:7][CH:8]=2)[CH:15]=[CH:14][CH:13]=[CH:12][CH:11]=1, predict the reactants needed to synthesize it. The reactants are: [H-].[Na+].[C:3]1([N:9]([C:16]2[CH:21]=[CH:20][C:19]([C:22]3[C:30]4[C:26](=[N:27][NH:28][N:29]=4)[C:25]([C:31]4[CH:36]=[CH:35][C:34]([N:37]([C:44]5[CH:49]=[CH:48][CH:47]=[CH:46][CH:45]=5)[C:38]5[CH:43]=[CH:42][CH:41]=[CH:40][CH:39]=5)=[CH:33][CH:32]=4)=[CH:24][CH:23]=3)=[CH:18][CH:17]=2)[C:10]2[CH:15]=[CH:14][CH:13]=[CH:12][CH:11]=2)[CH:8]=[CH:7][CH:6]=[CH:5][CH:4]=1.F[C:51]1[CH:52]=[CH:53][C:54]([C:57]#[N:58])=[N:55][CH:56]=1.